From a dataset of Forward reaction prediction with 1.9M reactions from USPTO patents (1976-2016). Predict the product of the given reaction. (1) Given the reactants [F:1][C:2]1[CH:3]=[C:4]([NH:19][C:20](=[O:31])[CH2:21][C:22]([NH:24][C:25]2[CH:30]=[CH:29][CH:28]=[CH:27][CH:26]=2)=[O:23])[CH:5]=[CH:6][C:7]=1[O:8][C:9]1[CH:14]=[CH:13][N:12]=[C:11]2[CH:15]=[C:16](I)[S:17][C:10]=12.Br[C:33]1[CH:38]=[CH:37][N+:36]([O-:39])=[CH:35][CH:34]=1, predict the reaction product. The product is: [F:1][C:2]1[CH:3]=[C:4]([NH:19][C:20](=[O:31])[CH2:21][C:22](=[O:23])[NH:24][C:25]2[CH:30]=[CH:29][CH:28]=[CH:27][CH:26]=2)[CH:5]=[CH:6][C:7]=1[O:8][C:9]1[CH:14]=[CH:13][N:12]=[C:11]2[CH:15]=[C:16]([C:35]3[CH:34]=[CH:33][CH:38]=[CH:37][N+:36]=3[O-:39])[S:17][C:10]=12. (2) Given the reactants [CH2:1]([O:8][C:9]1[CH:14]=[CH:13][C:12]([Br:15])=[CH:11][C:10]=1[CH:16]([C:20]1[CH:25]=[CH:24][CH:23]=[CH:22][CH:21]=1)[CH2:17][CH2:18][OH:19])[C:2]1[CH:7]=[CH:6][CH:5]=[CH:4][CH:3]=1.C(N(CC)CC)C.[CH3:33][S:34](Cl)(=[O:36])=[O:35].Cl, predict the reaction product. The product is: [CH3:33][S:34]([O:19][CH2:18][CH2:17][CH:16]([C:10]1[CH:11]=[C:12]([Br:15])[CH:13]=[CH:14][C:9]=1[O:8][CH2:1][C:2]1[CH:3]=[CH:4][CH:5]=[CH:6][CH:7]=1)[C:20]1[CH:25]=[CH:24][CH:23]=[CH:22][CH:21]=1)(=[O:36])=[O:35]. (3) Given the reactants [CH3:1][O:2][C:3]1[CH:8]=[CH:7][CH:6]=[C:5]([O:9][CH3:10])[C:4]=1[OH:11].C(=O)([O-])[O-].[K+].[K+].Br[CH2:19][CH:20]1[CH2:22][CH2:21]1, predict the reaction product. The product is: [CH:20]1([CH2:19][O:11][C:4]2[C:5]([O:9][CH3:10])=[CH:6][CH:7]=[CH:8][C:3]=2[O:2][CH3:1])[CH2:22][CH2:21]1.